From a dataset of Full USPTO retrosynthesis dataset with 1.9M reactions from patents (1976-2016). Predict the reactants needed to synthesize the given product. (1) Given the product [O:11]=[C:10]1[CH2:9][C:6]2[C:5](=[CH:4][C:3]([C:1]#[N:2])=[CH:8][CH:7]=2)[NH:14]1, predict the reactants needed to synthesize it. The reactants are: [C:1]([C:3]1[CH:8]=[CH:7][C:6]([CH2:9][C:10](OC)=[O:11])=[C:5]([N+:14]([O-])=O)[CH:4]=1)#[N:2]. (2) The reactants are: [H-].[Na+].[OH:3][C:4]1[CH:5]=[C:6]([CH:9]=[CH:10][C:11]=1[N+:12]([O-])=O)[CH:7]=O.Cl[Sn]Cl.C(=O)(O)[O-].[Na+].[C:30]([CH:28]([CH:28]([C:30]([O-:32])=[O:31])O)O)([O-:32])=[O:31].[K+].[Na+].[CH2:35]1COC[CH2:36]1. Given the product [CH2:35]([O:32][C:30](=[O:31])/[CH:28]=[CH:7]/[C:6]1[CH:9]=[CH:10][C:11]([NH2:12])=[C:4]([OH:3])[CH:5]=1)[CH3:36], predict the reactants needed to synthesize it. (3) Given the product [C:23]([Si:27]([C:35]1[CH:40]=[CH:39][CH:38]=[CH:37][CH:36]=1)([C:29]1[CH:30]=[CH:31][CH:32]=[CH:33][CH:34]=1)[O:1][C:2]1[CH:14]=[CH:13][C:5]2[C:6]([CH2:9][C:10]([NH2:12])=[O:11])=[CH:7][O:8][C:4]=2[CH:3]=1)([CH3:26])([CH3:24])[CH3:25], predict the reactants needed to synthesize it. The reactants are: [OH:1][C:2]1[CH:14]=[CH:13][C:5]2[C:6]([CH2:9][C:10]([NH2:12])=[O:11])=[CH:7][O:8][C:4]=2[CH:3]=1.ClCCl.N1C=CN=C1.[C:23]([Si:27]([C:35]1[CH:40]=[CH:39][CH:38]=[CH:37][CH:36]=1)([C:29]1[CH:34]=[CH:33][CH:32]=[CH:31][CH:30]=1)Cl)([CH3:26])([CH3:25])[CH3:24]. (4) Given the product [C:25]([O:29][C:30](=[O:33])[CH2:31][NH:32][C:19]([C:18]1[CH:17]=[N:16][C:15]([O:14][CH2:13][C:3]2[C:4]([C:7]3[CH:8]=[CH:9][CH:10]=[CH:11][CH:12]=3)=[N:5][O:6][C:2]=2[CH3:1])=[CH:23][CH:22]=1)=[O:21])([CH3:28])([CH3:27])[CH3:26], predict the reactants needed to synthesize it. The reactants are: [CH3:1][C:2]1[O:6][N:5]=[C:4]([C:7]2[CH:12]=[CH:11][CH:10]=[CH:9][CH:8]=2)[C:3]=1[CH2:13][O:14][C:15]1[CH:23]=[CH:22][C:18]([C:19]([OH:21])=O)=[CH:17][N:16]=1.Cl.[C:25]([O:29][C:30](=[O:33])[CH2:31][NH2:32])([CH3:28])([CH3:27])[CH3:26]. (5) Given the product [Cl:1][C:2]1[CH:3]=[C:4]([C:9]2[C:14]([C:15]([NH:17][CH2:18][CH2:19][CH2:20][C:21]3[CH:26]=[CH:25][CH:24]=[CH:23][CH:22]=3)=[O:16])=[C:13]([CH3:27])[N:12]=[C:11]([CH2:32][CH2:33][CH3:34])[N:10]=2)[CH:5]=[C:6]([Cl:8])[CH:7]=1, predict the reactants needed to synthesize it. The reactants are: [Cl:1][C:2]1[CH:3]=[C:4]([C:9]2[C:14]([C:15]([NH:17][CH2:18][CH2:19][CH2:20][C:21]3[CH:26]=[CH:25][CH:24]=[CH:23][CH:22]=3)=[O:16])=[C:13]([CH3:27])[N:12]=[C:11](S(C)(=O)=O)[N:10]=2)[CH:5]=[C:6]([Cl:8])[CH:7]=1.[CH2:32]([Mg]Br)[CH2:33][CH3:34].Cl. (6) Given the product [CH3:45][S:42]([O:41][C@@H:40]1[C@H:36]([CH2:35][CH2:34][S:33][C:15]2[S:16][CH:17]=[C:18]([C:20]([O:22][CH2:23][CH3:24])=[O:21])[N:19]=2)[C@@H:37]([CH2:53][CH2:54][CH2:55][CH2:56][CH2:57][CH2:58][CH2:59][CH3:60])[C@H:38]([O:46][CH:47]2[CH2:52][CH2:51][CH2:50][CH2:49][O:48]2)[CH2:39]1)(=[O:43])=[O:44], predict the reactants needed to synthesize it. The reactants are: P(CCCC)(CCCC)CCCC.Br[C:15]1[S:16][CH:17]=[C:18]([C:20]([O:22][CH2:23][CH3:24])=[O:21])[N:19]=1.C([O-])([O-])=O.[K+].[K+].C(=O)([S:33][CH2:34][CH2:35][C@H:36]1[C@@H:40]([O:41][S:42]([CH3:45])(=[O:44])=[O:43])[CH2:39][C@@H:38]([O:46][CH:47]2[CH2:52][CH2:51][CH2:50][CH2:49][O:48]2)[C@@H:37]1[CH2:53][CH2:54][CH2:55][CH2:56][CH2:57][CH2:58][CH2:59][CH3:60])C. (7) Given the product [C:37]([N:33]1[C:32](=[O:41])[CH2:31][CH:30]([C:27]2[CH:26]=[CH:25][C:24]([CH2:23][CH:9]([C:10]3[CH:11]=[CH:12][CH:13]=[CH:14][CH:15]=3)[C:7](=[O:8])[C:1]3[CH:2]=[CH:3][CH:4]=[CH:5][CH:6]=3)=[CH:29][CH:28]=2)[S:34]1(=[O:36])=[O:35])([CH3:40])([CH3:38])[CH3:39], predict the reactants needed to synthesize it. The reactants are: [C:1]1([C:7]([CH2:9][C:10]2[CH:15]=[CH:14][CH:13]=[CH:12][CH:11]=2)=[O:8])[CH:6]=[CH:5][CH:4]=[CH:3][CH:2]=1.CC(C)([O-])C.[K+].Br[CH2:23][C:24]1[CH:29]=[CH:28][C:27]([CH:30]2[S:34](=[O:36])(=[O:35])[N:33]([C:37]([CH3:40])([CH3:39])[CH3:38])[C:32](=[O:41])[CH2:31]2)=[CH:26][CH:25]=1.